The task is: Predict the product of the given reaction.. This data is from Forward reaction prediction with 1.9M reactions from USPTO patents (1976-2016). (1) Given the reactants [C:1]([N:8]1[CH2:14][CH2:13][CH2:12][NH:11][CH2:10][CH2:9]1)([O:3][C:4]([CH3:7])([CH3:6])[CH3:5])=[O:2].[CH3:15][C:16]([CH3:18])=O.[BH-](OC(C)=O)(OC(C)=O)OC(C)=O.[Na+], predict the reaction product. The product is: [C:4]([O:3][C:1]([N:8]1[CH2:14][CH2:13][CH2:12][N:11]([CH:16]([CH3:18])[CH3:15])[CH2:10][CH2:9]1)=[O:2])([CH3:7])([CH3:6])[CH3:5]. (2) The product is: [ClH:7].[Cl:7][C:8]1[CH:13]=[CH:12][C:11]([Cl:14])=[CH:10][C:9]=1[C:15]1([CH2:20][C:21]([NH2:1])=[NH:22])[CH2:19][CH2:18][CH2:17][CH2:16]1. Given the reactants [NH4+:1].[Cl-].C[Al](C)C.[Cl:7][C:8]1[CH:13]=[CH:12][C:11]([Cl:14])=[CH:10][C:9]=1[C:15]1([CH2:20][C:21]#[N:22])[CH2:19][CH2:18][CH2:17][CH2:16]1.C(OCC)(=O)C, predict the reaction product. (3) Given the reactants [N+:1]([C:4]1[CH:9]=[C:8]([CH:10]=[CH:11][C:12]2[N:16]=[C:15]([CH2:17][CH2:18][CH3:19])[O:14][N:13]=2)[CH:7]=[CH:6][C:5]=1[OH:20])([O-])=O.[OH-].[Na+], predict the reaction product. The product is: [NH2:1][C:4]1[CH:9]=[C:8]([CH:10]=[CH:11][C:12]2[N:16]=[C:15]([CH2:17][CH2:18][CH3:19])[O:14][N:13]=2)[CH:7]=[CH:6][C:5]=1[OH:20]. (4) Given the reactants [N+:1]([C:4]1[CH:5]=[C:6]([CH:44]=[C:45]([N+:47]([O-])=O)[CH:46]=1)[C:7]([O:9][CH2:10][CH2:11][CH2:12][CH2:13][CH2:14][CH2:15][O:16][C:17](=[O:43])/[CH:18]=[CH:19]/[C:20]1[CH:25]=[CH:24][C:23]([O:26][C:27](=[O:42])[C:28]2[CH:33]=[CH:32][C:31]([O:34][CH2:35][CH2:36][CH2:37][C:38]([F:41])([F:40])[F:39])=[CH:30][CH:29]=2)=[CH:22][CH:21]=1)=[O:8])([O-])=O, predict the reaction product. The product is: [NH2:1][C:4]1[CH:5]=[C:6]([CH:44]=[C:45]([NH2:47])[CH:46]=1)[C:7]([O:9][CH2:10][CH2:11][CH2:12][CH2:13][CH2:14][CH2:15][O:16][C:17](=[O:43])/[CH:18]=[CH:19]/[C:20]1[CH:25]=[CH:24][C:23]([O:26][C:27](=[O:42])[C:28]2[CH:33]=[CH:32][C:31]([O:34][CH2:35][CH2:36][CH2:37][C:38]([F:39])([F:40])[F:41])=[CH:30][CH:29]=2)=[CH:22][CH:21]=1)=[O:8]. (5) Given the reactants [Br:1][C:2]1[CH:7]=[CH:6][CH:5]=[C:4]([CH2:8]Br)[CH:3]=1.[F:10][C:11]([F:23])([F:22])[C:12]1[CH:21]=[C:20]2[C:15]([CH2:16][CH2:17][CH2:18][NH:19]2)=[CH:14][CH:13]=1.C([O-])(=O)C.[Na+], predict the reaction product. The product is: [Br:1][C:2]1[CH:3]=[C:4]([CH:5]=[CH:6][CH:7]=1)[CH2:8][N:19]1[C:20]2[C:15](=[CH:14][CH:13]=[C:12]([C:11]([F:10])([F:22])[F:23])[CH:21]=2)[CH2:16][CH2:17][CH2:18]1.